Dataset: Full USPTO retrosynthesis dataset with 1.9M reactions from patents (1976-2016). Task: Predict the reactants needed to synthesize the given product. (1) Given the product [ClH:20].[CH2:1]([NH:4][C:5]1[N:10]=[C:9]([NH:11][CH2:12][C:13]#[CH:14])[N:8]=[C:7]([NH:15][O:16][CH2:17][C:18]#[CH:19])[N:6]=1)[CH2:2][CH3:3], predict the reactants needed to synthesize it. The reactants are: [CH2:1]([NH:4][C:5]1[N:10]=[C:9]([NH:11][CH2:12][C:13]#[CH:14])[N:8]=[C:7]([NH:15][O:16][CH2:17][C:18]#[CH:19])[N:6]=1)[CH2:2][CH3:3].[ClH:20].C(OCC)C.Cl.C(NC1N=C(NCCC)N=C(N(CC#C)OC)N=1)CC. (2) Given the product [Cl:1][C:2]1[CH:7]=[CH:6][C:5]([N:8]2[CH2:9][CH2:10][N:11]([CH:14]3[CH2:19][CH2:18][CH2:17][CH:16]([CH2:20][OH:21])[CH2:15]3)[CH2:12][CH2:13]2)=[CH:4][C:3]=1[NH:23][C@@H:24]([C:26]1[CH:31]=[CH:30][C:29]([Cl:32])=[CH:28][C:27]=1[Cl:33])[CH3:25], predict the reactants needed to synthesize it. The reactants are: [Cl:1][C:2]1[CH:7]=[CH:6][C:5]([N:8]2[CH2:13][CH2:12][N:11]([CH:14]3[CH2:19][CH2:18][CH2:17][CH:16]([C:20](N)=[O:21])[CH2:15]3)[CH2:10][CH2:9]2)=[CH:4][C:3]=1[NH:23][C@@H:24]([C:26]1[CH:31]=[CH:30][C:29]([Cl:32])=[CH:28][C:27]=1[Cl:33])[CH3:25].[BH4-].[Na+].B(F)(F)F.CCOCC. (3) Given the product [CH2:18]1[N:19]([CH2:22][CH2:23][O:24][CH2:25][CH2:26][OH:27])[CH2:20][CH2:21][N:16]([C:7]2[C:5]3[C:4](=[CH:3][CH:2]=[CH:1][CH:6]=3)[S:15][C:14]3[C:9](=[CH:10][CH:11]=[CH:12][CH:13]=3)[N:8]=2)[CH2:17]1.[CH2:18]1[N:19]([CH2:22][CH2:23][O:24][CH2:25][CH2:26][OH:27])[CH2:20][CH2:21][N:16]([C:7]2[C:5]3[C:4](=[CH:3][CH:2]=[CH:1][CH:6]=3)[S:15][C:14]3[C:9](=[CH:10][CH:11]=[CH:12][CH:13]=3)[N:8]=2)[CH2:17]1.[CH:29](/[C:28]([OH:35])=[O:34])=[CH:30]\[C:31]([OH:33])=[O:32], predict the reactants needed to synthesize it. The reactants are: [CH:1]1[CH:2]=[CH:3][C:4]2[S:15][C:14]3[CH:13]=[CH:12][CH:11]=[CH:10][C:9]=3[N:8]=[C:7]([N:16]3[CH2:21][CH2:20][N:19]([CH2:22][CH2:23][O:24][CH2:25][CH2:26][OH:27])[CH2:18][CH2:17]3)[C:5]=2[CH:6]=1.[C:28]([OH:35])(=[O:34])/[CH:29]=[CH:30]/[C:31]([OH:33])=[O:32]. (4) Given the product [Cl:1][C:2]1[N:7]=[C:6]([C:8]2[CH:9]=[N:10][N:11]([C:13]3([CH2:26][C:27]#[N:28])[CH2:18][CH2:17][N:16]([C:19]([C:41]4[O:37][N:38]=[CH:39][CH:40]=4)=[O:21])[CH2:15][CH2:14]3)[CH:12]=2)[CH:5]=[CH:4][N:3]=1, predict the reactants needed to synthesize it. The reactants are: [Cl:1][C:2]1[N:7]=[C:6]([C:8]2[CH:9]=[N:10][N:11]([C:13]3([CH2:26][C:27]#[N:28])[CH2:18][CH2:17][N:16]([C:19]([O:21]C(C)(C)C)=O)[CH2:15][CH2:14]3)[CH:12]=2)[CH:5]=[CH:4][N:3]=1.Cl.C(N(CC)CC)C.[O:37]1[C:41](C(Cl)=O)=[CH:40][CH:39]=[N:38]1. (5) Given the product [CH3:27][C:17]1[CH:22]=[CH:21][C:20]([S:23]([O:16][CH2:15][CH:11]2[CH2:10][CH2:9][C:8]3[C:13](=[CH:14][C:5]([S:2]([CH3:1])(=[O:4])=[O:3])=[CH:6][CH:7]=3)[O:12]2)(=[O:25])=[O:24])=[CH:19][CH:18]=1, predict the reactants needed to synthesize it. The reactants are: [CH3:1][S:2]([C:5]1[CH:14]=[C:13]2[C:8]([CH2:9][CH2:10][CH:11]([CH2:15][OH:16])[O:12]2)=[CH:7][CH:6]=1)(=[O:4])=[O:3].[C:17]1([CH3:27])[CH:22]=[CH:21][C:20]([S:23](Cl)(=[O:25])=[O:24])=[CH:19][CH:18]=1. (6) The reactants are: [C:1]([C:3]1[CH:19]=[CH:18][C:6]([CH2:7][O:8][CH2:9][C:10]2[O:14][N:13]=[C:12]([C:15]([OH:17])=O)[CH:11]=2)=[CH:5][CH:4]=1)#[N:2].C(N(CC)CC)C.Cl.C(N=C=NCCCN(C)C)C.ON1C2C=CC=CC=2N=N1.[O:49]1[CH2:54][CH2:53][CH:52]([CH2:55][NH2:56])[CH2:51][CH2:50]1. Given the product [O:49]1[CH2:54][CH2:53][CH:52]([CH2:55][NH:56][C:15]([C:12]2[CH:11]=[C:10]([CH2:9][O:8][CH2:7][C:6]3[CH:5]=[CH:4][C:3]([C:1]#[N:2])=[CH:19][CH:18]=3)[O:14][N:13]=2)=[O:17])[CH2:51][CH2:50]1, predict the reactants needed to synthesize it. (7) Given the product [CH3:44][N:43]([CH3:45])[CH2:42][CH2:41][N:10]1[CH:11]=[CH:12][C:8]([C:5]2[N:6]=[CH:7][C:2]([F:1])=[C:3]3[C:15]([C:16](=[O:36])[C:17]([N:19]4[CH2:24][CH2:23][N:22]([C:25]5[N:29]([C:30]6[CH:31]=[CH:32][CH:33]=[CH:34][CH:35]=6)[N:28]=[N:27][N:26]=5)[CH2:21][CH2:20]4)=[O:18])=[CH:14][NH:13][C:4]=23)=[N:9]1, predict the reactants needed to synthesize it. The reactants are: [F:1][C:2]1[CH:7]=[N:6][C:5]([C:8]2[CH:12]=[CH:11][NH:10][N:9]=2)=[C:4]2[NH:13][CH:14]=[C:15]([C:16](=[O:36])[C:17]([N:19]3[CH2:24][CH2:23][N:22]([C:25]4[N:29]([C:30]5[CH:35]=[CH:34][CH:33]=[CH:32][CH:31]=5)[N:28]=[N:27][N:26]=4)[CH2:21][CH2:20]3)=[O:18])[C:3]=12.[H-].[Na+].Cl.Cl[CH2:41][CH2:42][N:43]([CH3:45])[CH3:44].